This data is from Reaction yield outcomes from USPTO patents with 853,638 reactions. The task is: Predict the reaction yield, written as a fraction of the theoretical maximum amount of product (1.0 means a 100% yield; for example, 0.34 means a 34% yield). (1) The reactants are [CH3:1][O:2][CH2:3][O:4][C:5]1[CH:6]=[CH:7][C:8]([CH2:11][C:12]([CH3:15])([CH3:14])[CH3:13])=[N:9][CH:10]=1.C1C=C(Cl)C=C(C(OO)=[O:24])C=1. The catalyst is C(Cl)Cl. The product is [CH3:1][O:2][CH2:3][O:4][C:5]1[CH:6]=[CH:7][C:8]([CH2:11][C:12]([CH3:15])([CH3:14])[CH3:13])=[N+:9]([O-:24])[CH:10]=1. The yield is 0.997. (2) No catalyst specified. The yield is 0.0800. The reactants are [CH3:1][N:2]1[C:6]([C:7](=[N:14][O:15][CH2:16][C:17]2[N:22]=[C:21]([NH2:23])[CH:20]=[CH:19][N:18]=2)[C:8]2[CH:13]=[CH:12][CH:11]=[CH:10][CH:9]=2)=[CH:5][N:4]=[CH:3]1.[CH2:24](N(CC)CC)[CH3:25].[CH:31]1([C:34]([OH:36])=O)[CH2:33][CH2:32]1.[O:37]1[CH2:42][CH2:41]OCC1. The product is [CH:41]1([C:42]([N:23]([C:21]2[CH:20]=[CH:19][N:18]=[C:17]([CH2:16][O:15][N:14]=[C:7]([C:6]3[N:2]([CH3:1])[CH:3]=[N:4][CH:5]=3)[C:8]3[CH:9]=[CH:10][CH:11]=[CH:12][CH:13]=3)[N:22]=2)[C:34]([CH:31]2[CH2:33][CH2:32]2)=[O:36])=[O:37])[CH2:25][CH2:24]1. (3) The reactants are [Cl:1][C:2]1[CH:7]=[CH:6][C:5]([S:8]([N:11]([C:15]2[C:16]([C:22](=[O:33])[C:23]3[CH:28]=[C:27]([N+:29]([O-:31])=[O:30])[CH:26]=[CH:25][C:24]=3[Cl:32])=[N:17][CH:18]=[C:19]([CH3:21])[CH:20]=2)COC)(=[O:10])=[O:9])=[CH:4][C:3]=1[C:34]([F:37])([F:36])[F:35].O. The catalyst is Cl.O1CCOCC1. The product is [Cl:1][C:2]1[CH:7]=[CH:6][C:5]([S:8]([NH:11][C:15]2[C:16]([C:22](=[O:33])[C:23]3[CH:28]=[C:27]([N+:29]([O-:31])=[O:30])[CH:26]=[CH:25][C:24]=3[Cl:32])=[N:17][CH:18]=[C:19]([CH3:21])[CH:20]=2)(=[O:9])=[O:10])=[CH:4][C:3]=1[C:34]([F:37])([F:35])[F:36]. The yield is 0.640. (4) The product is [CH2:35]([O:34][C:32](=[O:33])[CH:31]([CH2:30][CH2:29][CH2:28][O:20][C:15]1[CH:14]=[CH:13][C:12]2[C:17](=[CH:18][CH:19]=[C:10]([C:2]3[O:1][C:5]4[CH:6]=[CH:7][CH:8]=[CH:9][C:4]=4[N:3]=3)[CH:11]=2)[CH:16]=1)[C:37]([O:39][CH2:40][CH3:41])=[O:38])[CH3:36]. The yield is 0.520. The reactants are [O:1]1[C:5]2[CH:6]=[CH:7][CH:8]=[CH:9][C:4]=2[N:3]=[C:2]1[C:10]1[CH:11]=[C:12]2[C:17](=[CH:18][CH:19]=1)[CH:16]=[C:15]([OH:20])[CH:14]=[CH:13]2.C(=O)([O-])[O-].[K+].[K+].Cl[CH2:28][CH2:29][CH2:30][CH:31]([C:37]([O:39][CH2:40][CH3:41])=[O:38])[C:32]([O:34][CH2:35][CH3:36])=[O:33].C(OCC)(=O)C. The catalyst is CN(C=O)C. (5) The reactants are [CH2:1]([O:8][C:9]1[C:32](=[O:33])[N:13]2[CH2:14][CH:15]3[CH2:20][CH2:19][C:18]([NH:21][C:22]([O:24][CH2:25][C:26]4[CH:31]=[CH:30][CH:29]=[CH:28][CH:27]=4)=[O:23])([C:12]2=[N:11][C:10]=1[C:34]([O:36]CC)=[O:35])[CH2:17][CH2:16]3)[C:2]1[CH:7]=[CH:6][CH:5]=[CH:4][CH:3]=1.O.O[Li].O. The catalyst is CCO. The product is [CH2:1]([O:8][C:9]1[C:32](=[O:33])[N:13]2[CH2:14][CH:15]3[CH2:16][CH2:17][C:18]([NH:21][C:22]([O:24][CH2:25][C:26]4[CH:31]=[CH:30][CH:29]=[CH:28][CH:27]=4)=[O:23])([C:12]2=[N:11][C:10]=1[C:34]([OH:36])=[O:35])[CH2:19][CH2:20]3)[C:2]1[CH:3]=[CH:4][CH:5]=[CH:6][CH:7]=1. The yield is 0.760. (6) The reactants are [O:1]=[C:2]1[C:10](=[O:11])[C:9]2[C:4](=[CH:5][CH:6]=[C:7]([S:12](Cl)(=[O:14])=[O:13])[CH:8]=2)[NH:3]1.C1COCC1.[CH2:21](CN)[C:22]1[CH:27]=[CH:26][CH:25]=[CH:24][CH:23]=1.[CH:30]([N:33](CC)C(C)C)(C)C. The catalyst is C(Cl)(Cl)Cl. The product is [CH2:21]([N:33]([CH3:30])[S:12]([C:7]1[CH:8]=[C:9]2[C:4](=[CH:5][CH:6]=1)[NH:3][C:2](=[O:1])[C:10]2=[O:11])(=[O:14])=[O:13])[C:22]1[CH:23]=[CH:24][CH:25]=[CH:26][CH:27]=1. The yield is 0.150. (7) The reactants are [CH3:1][C:2]1[CH:7]=[C:6]([C:8]2[CH:13]=[CH:12][C:11]([NH2:14])=[CH:10][CH:9]=2)[CH:5]=[CH:4][N:3]=1.Cl.CN(C)CCCN=C=NCC.ON1C2C=CC=CC=2N=N1.[Br:37][C:38]1[N:43]=[C:42]([CH:44]([CH2:48][CH:49]([CH3:51])[CH3:50])[C:45](O)=[O:46])[CH:41]=[CH:40][CH:39]=1. The catalyst is CN(C=O)C.C(Cl)Cl.CCOC(C)=O. The product is [Br:37][C:38]1[N:43]=[C:42]([CH:44]([CH2:48][CH:49]([CH3:51])[CH3:50])[C:45]([NH:14][C:11]2[CH:12]=[CH:13][C:8]([C:6]3[CH:5]=[CH:4][N:3]=[C:2]([CH3:1])[CH:7]=3)=[CH:9][CH:10]=2)=[O:46])[CH:41]=[CH:40][CH:39]=1. The yield is 0.728. (8) The reactants are C(Cl)(=O)C(Cl)=O.[F:7][C:8]([F:15])([F:14])[C:9](=[CH2:13])[C:10]([OH:12])=[O:11].[C:16](O)([CH3:19])([CH3:18])[CH3:17].N1C=CC=CC=1.Cl. The catalyst is C(Cl)Cl. The product is [F:7][C:8]([F:15])([F:14])[C:9](=[CH2:13])[C:10]([O:12][C:16]([CH3:19])([CH3:18])[CH3:17])=[O:11]. The yield is 0.700.